This data is from Reaction yield outcomes from USPTO patents with 853,638 reactions. The task is: Predict the reaction yield, written as a fraction of the theoretical maximum amount of product (1.0 means a 100% yield; for example, 0.34 means a 34% yield). (1) The reactants are [NH2:1][CH2:2][CH:3]([OH:10])[CH2:4][CH2:5][C:6]([F:9])([F:8])[F:7].C(=O)([O-])[O-].[Cs+].[Cs+].Br[CH2:18][C:19]1[C:20]([Cl:26])=[N:21][C:22]([Cl:25])=[CH:23][CH:24]=1. The catalyst is CN(C=O)C. The product is [Cl:26][C:20]1[C:19]([CH2:18][NH:1][CH2:2][CH:3]([OH:10])[CH2:4][CH2:5][C:6]([F:9])([F:8])[F:7])=[CH:24][CH:23]=[C:22]([Cl:25])[N:21]=1. The yield is 0.530. (2) The reactants are [H-].[Na+].[Cl:3][C:4]1[CH:9]=[CH:8][C:7]([CH:10]2[C:17]3[C:16]([CH3:18])=[N:15][NH:14][C:13]=3[C:12](=[O:19])[N:11]2[C:20]2[CH:21]=[C:22]([CH3:30])[C:23]3[N:24]([C:26]([CH3:29])=[N:27][N:28]=3)[CH:25]=2)=[CH:6][CH:5]=1.I[CH2:32][CH3:33]. The catalyst is CN(C=O)C.CCOCC. The product is [Cl:3][C:4]1[CH:9]=[CH:8][C:7]([CH:10]2[C:17]3[C:13](=[N:14][N:15]([CH2:32][CH3:33])[C:16]=3[CH3:18])[C:12](=[O:19])[N:11]2[C:20]2[CH:21]=[C:22]([CH3:30])[C:23]3[N:24]([C:26]([CH3:29])=[N:27][N:28]=3)[CH:25]=2)=[CH:6][CH:5]=1. The yield is 0.180. (3) The reactants are OC[CH2:3][C:4]1[C:17]([O:18][CH3:19])=[CH:16][CH:15]=[CH:14][C:5]=1[NH:6]C(OC(C)(C)C)=O.Br.[OH-].[Na+]. The catalyst is C(O)(=O)C. The product is [O:18]1[C:17]2=[CH:16][CH:15]=[CH:14][C:5]([NH2:6])=[C:4]2[CH2:3][CH2:19]1. The yield is 0.920. (4) The reactants are [Br:1][C:2]1[C:3]([CH2:12]Br)=[C:4]([CH:9]=[CH:10][CH:11]=1)[C:5]([O:7]C)=O.Cl.[NH2:15][CH2:16][CH2:17][CH2:18][CH2:19][CH2:20][C:21]([O:23][CH3:24])=[O:22].C(N(CC)CC)C. The catalyst is C1COCC1. The product is [Br:1][C:2]1[CH:11]=[CH:10][CH:9]=[C:4]2[C:3]=1[CH2:12][N:15]([CH2:16][CH2:17][CH2:18][CH2:19][CH2:20][C:21]([O:23][CH3:24])=[O:22])[C:5]2=[O:7]. The yield is 0.990. (5) The reactants are [OH-].[K+].[Br:3][C:4]1[CH:5]=[CH:6][C:7]2[NH:8][C:9]3[C:14]([C:15]=2[CH:16]=1)=[CH:13][C:12]([Br:17])=[CH:11][CH:10]=3.[CH2:18]([CH:20]1[O:22][CH2:21]1)Br. The catalyst is CN(C=O)C. The product is [Br:17][C:12]1[CH:11]=[CH:10][C:9]2[N:8]([CH2:18][CH:20]3[CH2:21][O:22]3)[C:7]3[C:15]([C:14]=2[CH:13]=1)=[CH:16][C:4]([Br:3])=[CH:5][CH:6]=3. The yield is 0.660. (6) The reactants are [N:1]1[CH:6]=[CH:5][CH:4]=[C:3]([C:7]2[CH:18]=[CH:17][CH:16]=[CH:15][C:8]=2[O:9][CH2:10][C:11](OC)=[O:12])[CH:2]=1.O.[NH2:20][NH2:21]. The catalyst is CCO. The product is [N:1]1[CH:6]=[CH:5][CH:4]=[C:3]([C:7]2[CH:18]=[CH:17][CH:16]=[CH:15][C:8]=2[O:9][CH2:10][C:11]([NH:20][NH2:21])=[O:12])[CH:2]=1. The yield is 0.310. (7) The reactants are [CH2:1]([O:4][C:5]1[CH:10]=[CH:9][C:8]([CH2:11]Cl)=[CH:7][CH:6]=1)[CH:2]=[CH2:3].NC(N)=[S:15]. The catalyst is C(O)C. The product is [CH2:1]([O:4][C:5]1[CH:10]=[CH:9][C:8]([CH2:11][SH:15])=[CH:7][CH:6]=1)[CH:2]=[CH2:3]. The yield is 0.710.